From a dataset of Peptide-MHC class II binding affinity with 134,281 pairs from IEDB. Regression. Given a peptide amino acid sequence and an MHC pseudo amino acid sequence, predict their binding affinity value. This is MHC class II binding data. (1) The peptide sequence is KEVEEAWASACGGTG. The MHC is DRB1_1201 with pseudo-sequence DRB1_1201. The binding affinity (normalized) is 0.0611. (2) The peptide sequence is GFKAAVAAAASVP. The MHC is DRB4_0101 with pseudo-sequence DRB4_0103. The binding affinity (normalized) is 0.380. (3) The peptide sequence is RAQFPRQCATVEALR. The MHC is DRB1_0301 with pseudo-sequence DRB1_0301. The binding affinity (normalized) is 0.136.